From a dataset of Full USPTO retrosynthesis dataset with 1.9M reactions from patents (1976-2016). Predict the reactants needed to synthesize the given product. (1) Given the product [OH:4][CH:3]([C:5]1[CH:6]=[CH:7][C:8]([O:11][CH3:12])=[CH:9][CH:10]=1)[CH:2]([NH:1][C:32](=[O:33])[CH2:31][CH2:30][C:24]1[CH:29]=[CH:28][CH:27]=[CH:26][CH:25]=1)[CH2:13][C:14]1[CH:19]=[CH:18][C:17]([C:20]([F:21])([F:22])[F:23])=[CH:16][CH:15]=1, predict the reactants needed to synthesize it. The reactants are: [NH2:1][CH:2]([CH2:13][C:14]1[CH:19]=[CH:18][C:17]([C:20]([F:23])([F:22])[F:21])=[CH:16][CH:15]=1)[CH:3]([C:5]1[CH:10]=[CH:9][C:8]([O:11][CH3:12])=[CH:7][CH:6]=1)[OH:4].[C:24]1([CH2:30][CH2:31][C:32](Cl)=[O:33])[CH:29]=[CH:28][CH:27]=[CH:26][CH:25]=1.C(=O)([O-])O.[Na+]. (2) The reactants are: [C:1]([C:4]1[CH:5]=[C:6]2[C:11](=[CH:12][CH:13]=1)[O:10][CH:9]([C:14]([F:17])([F:16])[F:15])[C:8]([C:18]([O:20][CH2:21][CH3:22])=[O:19])=[CH:7]2)(=O)[CH3:2].ClCCl.C([SiH](CC)CC)C. Given the product [CH2:1]([C:4]1[CH:5]=[C:6]2[C:11](=[CH:12][CH:13]=1)[O:10][CH:9]([C:14]([F:15])([F:16])[F:17])[C:8]([C:18]([O:20][CH2:21][CH3:22])=[O:19])=[CH:7]2)[CH3:2], predict the reactants needed to synthesize it. (3) Given the product [F:16][C:17]1[CH:18]=[C:19]([NH:20][S:2]([C:5]2[CH:6]=[C:7]([CH:13]=[CH:14][CH:15]=2)[C:8]([O:10][CH2:11][CH3:12])=[O:9])(=[O:4])=[O:3])[CH:21]=[CH:22][CH:23]=1, predict the reactants needed to synthesize it. The reactants are: Cl[S:2]([C:5]1[CH:6]=[C:7]([CH:13]=[CH:14][CH:15]=1)[C:8]([O:10][CH2:11][CH3:12])=[O:9])(=[O:4])=[O:3].[F:16][C:17]1[CH:18]=[C:19]([CH:21]=[CH:22][CH:23]=1)[NH2:20]. (4) Given the product [CH:2]([C:6]1[C:11]([OH:12])=[CH:10][CH:9]=[CH:8][C:7]=1[O:14][CH2:15][C@@H:16]1[CH2:17][CH2:18][C@H:19]([C:22]([O:24][CH3:25])=[O:23])[CH2:20][CH2:21]1)=[O:1], predict the reactants needed to synthesize it. The reactants are: [O:1]1CCO[CH:2]1[C:6]1[C:11]([OH:12])=[CH:10][CH:9]=[CH:8][C:7]=1O.[OH:14][CH2:15][C@@H:16]1[CH2:21][CH2:20][C@H:19]([C:22]([O:24][CH3:25])=[O:23])[CH2:18][CH2:17]1.C1C=CC(P(C2C=CC=CC=2)C2C=CC=CC=2)=CC=1.CC(OC(/N=N/C(OC(C)C)=O)=O)C. (5) Given the product [O:1]1[CH:5]=[CH:4][CH:3]=[C:2]1[CH2:6][C:7](=[O:11])[C:8]([OH:10])=[O:9], predict the reactants needed to synthesize it. The reactants are: [O:1]1[CH:5]=[CH:4][CH:3]=[C:2]1[CH2:6][C:7](=[O:11])[C:8]([O-:10])=[O:9].[OH-].[Na+].Cl. (6) Given the product [NH2:7][C:8]1[CH:13]=[CH:12][C:11]([C:14]2[N:22]([C:23]([NH2:25])=[O:24])[C:17]3[C:16]([CH:15]=2)=[CH:21][CH:20]=[CH:19][CH:18]=3)=[CH:10][CH:9]=1, predict the reactants needed to synthesize it. The reactants are: C(OC(=O)[NH:7][C:8]1[CH:13]=[CH:12][C:11]([C:14]#[C:15][C:16]2[CH:21]=[CH:20][CH:19]=[CH:18][C:17]=2[NH:22][C:23]([NH2:25])=[O:24])=[CH:10][CH:9]=1)(C)(C)C. (7) Given the product [CH2:13]([C:16]1[CH:21]=[CH:20][C:19]([S:22]([NH:12][C:9]2[S:10][CH:11]=[C:7]([C:3]3[CH:2]=[N:1][CH:6]=[CH:5][CH:4]=3)[N:8]=2)(=[O:24])=[O:23])=[CH:18][CH:17]=1)[CH2:14][CH3:15], predict the reactants needed to synthesize it. The reactants are: [N:1]1[CH:6]=[CH:5][CH:4]=[C:3]([C:7]2[N:8]=[C:9]([NH2:12])[S:10][CH:11]=2)[CH:2]=1.[CH2:13]([C:16]1[CH:21]=[CH:20][C:19]([S:22](Cl)(=[O:24])=[O:23])=[CH:18][CH:17]=1)[CH2:14][CH3:15]. (8) The reactants are: [Br:1][C:2]1[CH:11]=[C:10]2[C:5]([N:6]=[CH:7][C:8](Cl)=[N:9]2)=[CH:4][CH:3]=1.[NH:13]1[CH2:18][CH2:17][O:16][CH2:15][CH2:14]1. Given the product [Br:1][C:2]1[CH:11]=[C:10]2[C:5]([N:6]=[CH:7][C:8]([N:13]3[CH2:18][CH2:17][O:16][CH2:15][CH2:14]3)=[N:9]2)=[CH:4][CH:3]=1, predict the reactants needed to synthesize it.